From a dataset of Forward reaction prediction with 1.9M reactions from USPTO patents (1976-2016). Predict the product of the given reaction. (1) The product is: [F:1][C:2]([F:18])([C:8]1[CH:13]=[CH:12][CH:11]=[CH:10][C:9]=1[O:14][CH:15]([CH3:16])[CH3:17])[C:3]([OH:5])=[O:4]. Given the reactants [F:1][C:2]([F:18])([C:8]1[CH:13]=[CH:12][CH:11]=[CH:10][C:9]=1[O:14][CH:15]([CH3:17])[CH3:16])[C:3]([O:5]CC)=[O:4].CO.O.[OH-].[Li+], predict the reaction product. (2) Given the reactants [NH2:1][C:2]1[C:11]([OH:12])=[CH:10][CH:9]=[C:4]([C:5]([O:7]C)=[O:6])[C:3]=1[C:13]([O:15]C)=[O:14].[OH-].[Na+], predict the reaction product. The product is: [NH2:1][C:2]1[C:11]([OH:12])=[CH:10][CH:9]=[C:4]([C:5]([OH:7])=[O:6])[C:3]=1[C:13]([OH:15])=[O:14].